This data is from Aqueous solubility values for 9,982 compounds from the AqSolDB database. The task is: Regression/Classification. Given a drug SMILES string, predict its absorption, distribution, metabolism, or excretion properties. Task type varies by dataset: regression for continuous measurements (e.g., permeability, clearance, half-life) or binary classification for categorical outcomes (e.g., BBB penetration, CYP inhibition). For this dataset (solubility_aqsoldb), we predict Y. (1) The molecule is O=C([O-])c1ccccc1.[Na+]. The Y is 0.586 log mol/L. (2) The compound is Cc1ccc(-c2ccc(C)cc2)cc1. The Y is -6.02 log mol/L. (3) The drug is C=C1CCC2CC1C2(C)C. The Y is -4.29 log mol/L. (4) The compound is CC12CCC(=O)C=C1CCC1C2CCC2(C)C(OC=O)CCC12. The Y is -4.93 log mol/L. (5) The drug is COP(=S)(OC)Oc1ccc([N+](=O)[O-])cc1Cl. The Y is -4.68 log mol/L. (6) The molecule is C=CC(=O)OCCCO. The Y is 0.886 log mol/L. (7) The molecule is Fc1ccc(F)cc1. The Y is -1.97 log mol/L.